From a dataset of Forward reaction prediction with 1.9M reactions from USPTO patents (1976-2016). Predict the product of the given reaction. (1) Given the reactants Cl[CH2:2][C:3]([NH:5][CH2:6][CH2:7][CH2:8][CH2:9][CH2:10][CH2:11][NH:12][C:13](=[O:19])[O:14][C:15]([CH3:18])([CH3:17])[CH3:16])=[O:4].[OH:20][C:21]1[CH:30]=[CH:29][CH:28]=[C:23]([C:24]([O:26][CH3:27])=[O:25])[C:22]=1[C:31]([O:33][CH3:34])=[O:32].C(=O)([O-])[O-].[Cs+].[Cs+], predict the reaction product. The product is: [C:15]([O:14][C:13]([NH:12][CH2:11][CH2:10][CH2:9][CH2:8][CH2:7][CH2:6][NH:5][C:3](=[O:4])[CH2:2][O:20][C:21]1[CH:30]=[CH:29][CH:28]=[C:23]([C:24]([O:26][CH3:27])=[O:25])[C:22]=1[C:31]([O:33][CH3:34])=[O:32])=[O:19])([CH3:18])([CH3:17])[CH3:16]. (2) Given the reactants [N+:1]([C:4]1[CH:5]=[C:6]2[C:11](=[CH:12][CH:13]=1)[N:10]=[C:9]([C:14]([O:16][CH2:17][CH3:18])=[O:15])[CH:8]=[N:7]2)([O-])=O, predict the reaction product. The product is: [NH2:1][C:4]1[CH:5]=[C:6]2[C:11](=[CH:12][CH:13]=1)[N:10]=[C:9]([C:14]([O:16][CH2:17][CH3:18])=[O:15])[CH:8]=[N:7]2. (3) Given the reactants [NH2:1][C:2]1[CH:6]=[CH:5][NH:4][C:3]=1[C:7]([O:9][CH2:10][CH3:11])=[O:8].[F:12][C:13]([F:33])([F:32])[O:14][C:15]1[CH:31]=[CH:30][C:18]2[NH:19][C:20]([S:22][C:23]3[O:27][C:26]([CH:28]=O)=[CH:25][CH:24]=3)=[N:21][C:17]=2[CH:16]=1.[C:34]1(=O)[CH2:39][CH2:38][CH2:37][C:36](=[O:40])[CH2:35]1, predict the reaction product. The product is: [CH2:10]([O:9][C:7]([C:3]1[NH:4][CH:5]=[C:6]2[CH:28]([C:26]3[O:27][C:23]([S:22][C:20]4[NH:19][C:18]5[CH:30]=[CH:31][C:15]([O:14][C:13]([F:32])([F:33])[F:12])=[CH:16][C:17]=5[N:21]=4)=[CH:24][CH:25]=3)[C:35]3[C:36](=[O:40])[CH2:37][CH2:38][CH2:39][C:34]=3[NH:1][C:2]=12)=[O:8])[CH3:11]. (4) Given the reactants [N+:1]([C:4]1[C:5]([NH:10][C@@H:11]([CH3:14])[CH2:12][OH:13])=[N:6][CH:7]=[CH:8][CH:9]=1)([O-:3])=[O:2].[Br:15]N1C(=O)CCC1=O, predict the reaction product. The product is: [Br:15][C:8]1[CH:9]=[C:4]([N+:1]([O-:3])=[O:2])[C:5]([NH:10][C@@H:11]([CH3:14])[CH2:12][OH:13])=[N:6][CH:7]=1. (5) Given the reactants C(Cl)(=O)C(Cl)=O.[CH3:7][O:8][C:9]1[CH:10]=[C:11]([CH:17]=[CH:18][C:19]=1[O:20][CH3:21])[CH:12]=[CH:13][C:14]([OH:16])=O.[NH2:22][C:23]1[CH:35]=[C:34]([C:36]2[CH:41]=[CH:40][CH:39]=[CH:38][CH:37]=2)[CH:33]=[CH:32][C:24]=1[C:25]([O:27][C:28]([CH3:31])([CH3:30])[CH3:29])=[O:26].C(=O)([O-])O.[Na+], predict the reaction product. The product is: [CH3:7][O:8][C:9]1[CH:10]=[C:11](/[CH:12]=[CH:13]/[C:14]([NH:22][C:23]2[CH:35]=[C:34]([C:36]3[CH:37]=[CH:38][CH:39]=[CH:40][CH:41]=3)[CH:33]=[CH:32][C:24]=2[C:25]([O:27][C:28]([CH3:31])([CH3:30])[CH3:29])=[O:26])=[O:16])[CH:17]=[CH:18][C:19]=1[O:20][CH3:21]. (6) Given the reactants C[O:2][C:3](=[O:26])[CH2:4][C@H:5]1[C:9]2[CH:10]=[CH:11][C:12]([O:14][C@H:15]3[C:23]4[C:18](=[C:19]([OH:25])[CH:20]=[CH:21][C:22]=4[F:24])[CH2:17][CH2:16]3)=[CH:13][C:8]=2[O:7][CH2:6]1.F[C:28]1[CH:35]=[CH:34][C:33]([CH3:36])=[CH:32][C:29]=1[C:30]#[N:31], predict the reaction product. The product is: [C:30]([C:29]1[CH:32]=[C:33]([CH3:36])[CH:34]=[CH:35][C:28]=1[O:25][C:19]1[CH:20]=[CH:21][C:22]([F:24])=[C:23]2[C:18]=1[CH2:17][CH2:16][C@H:15]2[O:14][C:12]1[CH:11]=[CH:10][C:9]2[C@H:5]([CH2:4][C:3]([OH:2])=[O:26])[CH2:6][O:7][C:8]=2[CH:13]=1)#[N:31]. (7) Given the reactants [OH:1][CH2:2][CH:3]([CH2:5][OH:6])[OH:4].[C:7]([OH:14])(=O)[CH2:8][CH2:9][CH2:10][CH2:11][CH3:12], predict the reaction product. The product is: [CH2:7]([O:1][CH2:2][CH:3]([CH2:5][OH:6])[OH:4])[CH2:8][CH2:9][CH2:10][CH2:11][CH3:12].[CH3:2][CH2:3][O:14][CH2:7][CH3:8].